This data is from Full USPTO retrosynthesis dataset with 1.9M reactions from patents (1976-2016). The task is: Predict the reactants needed to synthesize the given product. (1) Given the product [CH3:3][CH:2]([C@H:4]([NH2:23])[C:5]([O:7][CH2:8][CH2:9][O:10][CH2:11][N:12]1[C:16]2[NH:17][C:18]([NH2:22])=[N:19][C:20](=[O:21])[C:15]=2[N:14]=[CH:13]1)=[O:6])[CH3:1].[C:29]([CH:27]([CH:25]([C:24]([O-:33])=[O:32])[OH:26])[OH:28])([O-:31])=[O:30], predict the reactants needed to synthesize it. The reactants are: [CH3:1][CH:2]([C@H:4]([NH2:23])[C:5]([O:7][CH2:8][CH2:9][O:10][CH2:11][N:12]1[C:16]2[NH:17][C:18]([NH2:22])=[N:19][C:20](=[O:21])[C:15]=2[N:14]=[CH:13]1)=[O:6])[CH3:3].[C:24]([OH:33])(=[O:32])[CH:25]([CH:27]([C:29]([OH:31])=[O:30])[OH:28])[OH:26]. (2) Given the product [C:14]12([C:24]3[CH:25]=[C:26]([C:38]4[C:43]([CH:44]=[C:50]5[S:46][C:47](=[O:52])[NH:48][C:49]5=[O:51])=[CH:42][CH:41]=[CH:40][CH:39]=4)[CH:27]=[CH:28][C:29]=3[O:30][Si:31]([C:34]([CH3:35])([CH3:36])[CH3:37])([CH3:32])[CH3:33])[CH2:23][CH:18]3[CH2:19][CH:20]([CH2:22][CH:16]([CH2:17]3)[CH2:15]1)[CH2:21]2, predict the reactants needed to synthesize it. The reactants are: C1(C)C=CC=CC=1.N1CCCCC1.[C:14]12([C:24]3[CH:25]=[C:26]([C:38]4[C:43]([CH:44]=O)=[CH:42][CH:41]=[CH:40][CH:39]=4)[CH:27]=[CH:28][C:29]=3[O:30][Si:31]([C:34]([CH3:37])([CH3:36])[CH3:35])([CH3:33])[CH3:32])[CH2:23][CH:18]3[CH2:19][CH:20]([CH2:22][CH:16]([CH2:17]3)[CH2:15]1)[CH2:21]2.[S:46]1[CH2:50][C:49](=[O:51])[NH:48][C:47]1=[O:52]. (3) Given the product [N+:23]([C:26]1[CH:33]=[CH:32][C:29]([CH2:6][N:8]2[CH2:12][CH2:11][CH2:10][CH:9]2[CH:13]([OH:15])[CH3:14])=[CH:28][CH:27]=1)([O-:25])=[O:24], predict the reactants needed to synthesize it. The reactants are: C(O[C:6]([N:8]1[CH2:12][CH2:11][CH2:10][CH:9]1[CH:13]([OH:15])[CH3:14])=O)(C)(C)C.C(O)(C(F)(F)F)=O.[N+:23]([C:26]1[CH:33]=[CH:32][C:29](CBr)=[CH:28][CH:27]=1)([O-:25])=[O:24].C([O-])([O-])=O.[K+].[K+].